This data is from Reaction yield outcomes from USPTO patents with 853,638 reactions. The task is: Predict the reaction yield, written as a fraction of the theoretical maximum amount of product (1.0 means a 100% yield; for example, 0.34 means a 34% yield). (1) The reactants are [C:1]([C:5]1[O:9][N:8]=[C:7]([NH:10][C:11]([NH:13][C:14]2[CH:19]=[CH:18][CH:17]=[C:16]([S:20][C:21]3[C:30]4[C:25](=[CH:26][C:27]([O:33][CH2:34][CH2:35]Cl)=[C:28]([O:31][CH3:32])[CH:29]=4)[N:24]=[CH:23][N:22]=3)[CH:15]=2)=[O:12])[CH:6]=1)([CH3:4])([CH3:3])[CH3:2].[N:37]1([CH2:43][CH2:44][OH:45])[CH2:42][CH2:41][NH:40][CH2:39][CH2:38]1.C(N(C(C)C)CC)(C)C. The catalyst is [I-].C([N+](CCCC)(CCCC)CCCC)CCC. The product is [C:1]([C:5]1[O:9][N:8]=[C:7]([NH:10][C:11]([NH:13][C:14]2[CH:19]=[CH:18][CH:17]=[C:16]([S:20][C:21]3[C:30]4[C:25](=[CH:26][C:27]([O:33][CH2:34][CH2:35][N:40]5[CH2:41][CH2:42][N:37]([CH2:43][CH2:44][OH:45])[CH2:38][CH2:39]5)=[C:28]([O:31][CH3:32])[CH:29]=4)[N:24]=[CH:23][N:22]=3)[CH:15]=2)=[O:12])[CH:6]=1)([CH3:4])([CH3:3])[CH3:2]. The yield is 0.130. (2) The reactants are [C:1]1([Mg]Br)[CH:6]=[CH:5][CH:4]=[CH:3][CH:2]=1.[C:9]1(=O)[C:17]2[C:12](=[CH:13][CH:14]=[CH:15][CH:16]=2)[CH2:11][CH2:10]1.Cl. The catalyst is C(OCC)C. The product is [C:1]1([CH:9]2[C:17]3[C:12](=[CH:13][CH:14]=[CH:15][CH:16]=3)[CH:11]=[CH:10]2)[CH:6]=[CH:5][CH:4]=[CH:3][CH:2]=1. The yield is 0.850. (3) The reactants are [CH3:1][O:2][C:3]1[CH:8]=[CH:7][CH:6]=[CH:5][C:4]=1[CH:9]([CH2:14][C:15]1[CH:20]=[CH:19][CH:18]=[CH:17][CH:16]=1)[C:10]([O:12]C)=[O:11].[OH-].[Na+].O.Cl. The catalyst is C1COCC1.CO. The product is [CH3:1][O:2][C:3]1[CH:8]=[CH:7][CH:6]=[CH:5][C:4]=1[CH:9]([CH2:14][C:15]1[CH:20]=[CH:19][CH:18]=[CH:17][CH:16]=1)[C:10]([OH:12])=[O:11]. The yield is 0.510. (4) The reactants are [NH:1]1[C:5]2[CH:6]=[CH:7][C:8]([C:10]([OH:12])=O)=[CH:9][C:4]=2[N:3]=[CH:2]1.[CH3:13][O:14][C:15]1[C:28]2[CH2:27][CH2:26][C@H:25]3[C@H:20]([CH2:21][CH2:22][CH2:23][NH:24]3)[C:19]=2[CH:18]=[CH:17][CH:16]=1. No catalyst specified. The product is [NH:1]1[C:5]2[CH:6]=[CH:7][C:8]([C:10]([N:24]3[C@@H:25]4[C@@H:20]([C:19]5[CH:18]=[CH:17][CH:16]=[C:15]([O:14][CH3:13])[C:28]=5[CH2:27][CH2:26]4)[CH2:21][CH2:22][CH2:23]3)=[O:12])=[CH:9][C:4]=2[N:3]=[CH:2]1. The yield is 0.850. (5) The reactants are [Br:1]Br.[F:3][C:4]1[C:9]([CH2:10]O)=[C:8]([F:12])[CH:7]=[CH:6][C:5]=1[NH:13][S:14]([CH2:17][CH2:18][CH3:19])(=[O:16])=[O:15]. The catalyst is C(#N)C. The product is [Br:1][CH2:10][C:9]1[C:4]([F:3])=[C:5]([NH:13][S:14]([CH2:17][CH2:18][CH3:19])(=[O:16])=[O:15])[CH:6]=[CH:7][C:8]=1[F:12]. The yield is 0.760.